Dataset: NCI-60 drug combinations with 297,098 pairs across 59 cell lines. Task: Regression. Given two drug SMILES strings and cell line genomic features, predict the synergy score measuring deviation from expected non-interaction effect. (1) Drug 1: C1C(C(OC1N2C=NC3=C(N=C(N=C32)Cl)N)CO)O. Drug 2: CNC(=O)C1=NC=CC(=C1)OC2=CC=C(C=C2)NC(=O)NC3=CC(=C(C=C3)Cl)C(F)(F)F. Cell line: A549. Synergy scores: CSS=20.2, Synergy_ZIP=-1.37, Synergy_Bliss=-1.93, Synergy_Loewe=-30.7, Synergy_HSA=-4.29. (2) Synergy scores: CSS=19.5, Synergy_ZIP=0.0567, Synergy_Bliss=-4.03, Synergy_Loewe=-5.66, Synergy_HSA=-7.88. Drug 2: CC(C)CN1C=NC2=C1C3=CC=CC=C3N=C2N. Cell line: RPMI-8226. Drug 1: CCN(CC)CCCC(C)NC1=C2C=C(C=CC2=NC3=C1C=CC(=C3)Cl)OC.